From a dataset of Forward reaction prediction with 1.9M reactions from USPTO patents (1976-2016). Predict the product of the given reaction. (1) Given the reactants Cl[CH2:2][C:3]([N:5]1[CH2:10][CH2:9][S:8][C:7]2[CH:11]=[C:12]([N+:15]([O-:17])=[O:16])[CH:13]=[CH:14][C:6]1=2)=[O:4].[NH:18]1[CH2:22][CH2:21][CH2:20][C@H:19]1[C:23]([O:25][C:26]([CH3:29])([CH3:28])[CH3:27])=[O:24], predict the reaction product. The product is: [C:26]([O:25][C:23]([C@@H:19]1[CH2:20][CH2:21][CH2:22][N:18]1[CH2:2][C:3]([N:5]1[CH2:10][CH2:9][S:8][C:7]2[CH:11]=[C:12]([N+:15]([O-:17])=[O:16])[CH:13]=[CH:14][C:6]1=2)=[O:4])=[O:24])([CH3:29])([CH3:27])[CH3:28]. (2) The product is: [N:35]1([C@H:33]2[CH2:34][C@H:31]([S:1][C:2]3[CH:10]=[CH:9][C:5]([C:6]([OH:8])=[O:7])=[CH:4][CH:3]=3)[CH2:32]2)[CH2:40][CH2:39][CH2:38][CH2:37][CH2:36]1. Given the reactants [SH:1][C:2]1[CH:10]=[CH:9][C:5]([C:6]([OH:8])=[O:7])=[CH:4][CH:3]=1.S([O-])([O-])(=O)=S.[Na+].[Na+].[H-].[Na+].BrC1C=CC(S(O[C@H:31]2[CH2:34][C@@H:33]([N:35]3[CH2:40][CH2:39][CH2:38][CH2:37][CH2:36]3)[CH2:32]2)(=O)=O)=CC=1, predict the reaction product.